This data is from Forward reaction prediction with 1.9M reactions from USPTO patents (1976-2016). The task is: Predict the product of the given reaction. (1) Given the reactants [O:1]=[C:2]([CH2:8][C:9](=[O:11])[CH3:10])[C:3]([O:5][CH2:6][CH3:7])=[O:4].C(OCC)(OCC)O[CH2:14][CH3:15].[Cl-].[NH4+], predict the reaction product. The product is: [CH2:14]([O:11][C:9]([CH3:10])=[CH:8][C:2](=[O:1])[C:3]([O:5][CH2:6][CH3:7])=[O:4])[CH3:15]. (2) Given the reactants [C:1]([O:5][C:6]([N:8]1[C:16]2[CH:15]=[C:14]([C:17]([C:19]3[CH:24]=[CH:23][CH:22]=[CH:21][CH:20]=3)=C)[N:13]=[CH:12][C:11]=2[C:10]([CH3:26])([CH3:25])[CH2:9]1)=[O:7])([CH3:4])([CH3:3])[CH3:2].C1C[O:30]CC1, predict the reaction product. The product is: [C:1]([O:5][C:6]([N:8]1[C:16]2[CH:15]=[C:14]([C:17](=[O:30])[C:19]3[CH:24]=[CH:23][CH:22]=[CH:21][CH:20]=3)[N:13]=[CH:12][C:11]=2[C:10]([CH3:26])([CH3:25])[CH2:9]1)=[O:7])([CH3:4])([CH3:3])[CH3:2]. (3) Given the reactants [Cl:1][C:2]1[C:3]([N:8]2[C:12]([CH:13]([C:17]3[C:22]([CH2:23][CH2:24][CH3:25])=[C:21]([CH3:26])[N:20]=[CH:19][N:18]=3)C([O-])=O)=[CH:11][CH:10]=[N:9]2)=[N:4][CH:5]=[CH:6][CH:7]=1.C([O-])(O)=O.[Na+], predict the reaction product. The product is: [Cl:1][C:2]1[C:3]([N:8]2[C:12]([CH2:13][C:17]3[C:22]([CH2:23][CH2:24][CH3:25])=[C:21]([CH3:26])[N:20]=[CH:19][N:18]=3)=[CH:11][CH:10]=[N:9]2)=[N:4][CH:5]=[CH:6][CH:7]=1.